Dataset: NCI-60 drug combinations with 297,098 pairs across 59 cell lines. Task: Regression. Given two drug SMILES strings and cell line genomic features, predict the synergy score measuring deviation from expected non-interaction effect. (1) Drug 1: CCC1=C2CN3C(=CC4=C(C3=O)COC(=O)C4(CC)O)C2=NC5=C1C=C(C=C5)O. Drug 2: C#CCC(CC1=CN=C2C(=N1)C(=NC(=N2)N)N)C3=CC=C(C=C3)C(=O)NC(CCC(=O)O)C(=O)O. Cell line: UACC-257. Synergy scores: CSS=71.0, Synergy_ZIP=4.77, Synergy_Bliss=2.20, Synergy_Loewe=-12.5, Synergy_HSA=2.48. (2) Drug 1: CC1=CC2C(CCC3(C2CCC3(C(=O)C)OC(=O)C)C)C4(C1=CC(=O)CC4)C. Drug 2: CN(CCCl)CCCl.Cl. Cell line: SW-620. Synergy scores: CSS=31.1, Synergy_ZIP=-1.15, Synergy_Bliss=2.90, Synergy_Loewe=-25.6, Synergy_HSA=0.667. (3) Drug 1: C1CC(=O)NC(=O)C1N2CC3=C(C2=O)C=CC=C3N. Drug 2: C1CCC(C(C1)N)N.C(=O)(C(=O)[O-])[O-].[Pt+4]. Cell line: HS 578T. Synergy scores: CSS=-1.37, Synergy_ZIP=0.682, Synergy_Bliss=0.246, Synergy_Loewe=-2.10, Synergy_HSA=-1.28. (4) Drug 1: CCC(=C(C1=CC=CC=C1)C2=CC=C(C=C2)OCCN(C)C)C3=CC=CC=C3.C(C(=O)O)C(CC(=O)O)(C(=O)O)O. Drug 2: CC=C1C(=O)NC(C(=O)OC2CC(=O)NC(C(=O)NC(CSSCCC=C2)C(=O)N1)C(C)C)C(C)C. Cell line: UACC-257. Synergy scores: CSS=34.9, Synergy_ZIP=1.37, Synergy_Bliss=3.47, Synergy_Loewe=-47.0, Synergy_HSA=2.13. (5) Drug 1: CCC1=CC2CC(C3=C(CN(C2)C1)C4=CC=CC=C4N3)(C5=C(C=C6C(=C5)C78CCN9C7C(C=CC9)(C(C(C8N6C)(C(=O)OC)O)OC(=O)C)CC)OC)C(=O)OC.C(C(C(=O)O)O)(C(=O)O)O. Drug 2: C(CCl)NC(=O)N(CCCl)N=O. Cell line: MDA-MB-231. Synergy scores: CSS=22.9, Synergy_ZIP=-10.6, Synergy_Bliss=-6.33, Synergy_Loewe=-17.4, Synergy_HSA=-5.89. (6) Drug 1: C1CC(=O)NC(=O)C1N2CC3=C(C2=O)C=CC=C3N. Drug 2: C1CCC(CC1)NC(=O)N(CCCl)N=O. Cell line: MDA-MB-231. Synergy scores: CSS=14.5, Synergy_ZIP=-7.53, Synergy_Bliss=-2.01, Synergy_Loewe=-5.89, Synergy_HSA=-1.11. (7) Drug 1: C1CCN(CC1)CCOC2=CC=C(C=C2)C(=O)C3=C(SC4=C3C=CC(=C4)O)C5=CC=C(C=C5)O. Drug 2: CN1C2=C(C=C(C=C2)N(CCCl)CCCl)N=C1CCCC(=O)O.Cl. Cell line: RPMI-8226. Synergy scores: CSS=3.20, Synergy_ZIP=11.3, Synergy_Bliss=16.1, Synergy_Loewe=0.688, Synergy_HSA=2.73. (8) Drug 1: CC1C(C(CC(O1)OC2CC(CC3=C2C(=C4C(=C3O)C(=O)C5=C(C4=O)C(=CC=C5)OC)O)(C(=O)CO)O)N)O.Cl. Drug 2: C1CC(=O)NC(=O)C1N2CC3=C(C2=O)C=CC=C3N. Cell line: PC-3. Synergy scores: CSS=-2.64, Synergy_ZIP=-0.684, Synergy_Bliss=-2.03, Synergy_Loewe=-4.78, Synergy_HSA=-3.74.